Dataset: Catalyst prediction with 721,799 reactions and 888 catalyst types from USPTO. Task: Predict which catalyst facilitates the given reaction. (1) Reactant: Br[C:2]1[N:6]2[CH:7]=[C:8]([N:21]3[CH:26]=[CH:25][CH:24]=[CH:23][C:22]3=[O:27])[CH:9]=[C:10]([O:11][CH2:12][C:13]3[CH:18]=[CH:17][C:16]([O:19][CH3:20])=[CH:15][CH:14]=3)[C:5]2=[N:4][C:3]=1[CH3:28].C(=O)([O-])[O-].[K+].[K+].[C:35]1(C)C=CC=C[CH:36]=1. Product: [CH:35]([C:2]1[N:6]2[CH:7]=[C:8]([N:21]3[CH:26]=[CH:25][CH:24]=[CH:23][C:22]3=[O:27])[CH:9]=[C:10]([O:11][CH2:12][C:13]3[CH:18]=[CH:17][C:16]([O:19][CH3:20])=[CH:15][CH:14]=3)[C:5]2=[N:4][C:3]=1[CH3:28])=[CH2:36]. The catalyst class is: 461. (2) Reactant: [C:1](/[C:3](=[N:10]\[NH:11][C:12]1[CH:17]=[CH:16][CH:15]=[C:14]([F:18])[C:13]=1[I:19])/[C:4]([NH:6][CH2:7][CH2:8][CH3:9])=[O:5])#[N:2].[Cl-].[Al+3].[Cl-].[Cl-].C(OCC)(=O)C.[C@H](O)(C([O-])=O)[C@@H](O)C([O-])=O.[Na+].[K+]. Product: [NH2:2][C:1]1[C:17]2[C:12](=[C:13]([I:19])[C:14]([F:18])=[CH:15][CH:16]=2)[N:11]=[N:10][C:3]=1[C:4]([NH:6][CH2:7][CH2:8][CH3:9])=[O:5]. The catalyst class is: 11. (3) Reactant: Br[CH2:2][CH2:3][CH2:4][CH2:5][CH2:6][CH2:7][CH2:8][CH2:9][CH2:10][CH2:11][CH2:12][CH2:13][CH2:14][CH2:15][CH2:16][CH3:17].[CH2:18]([CH2:20][NH2:21])[OH:19].C(N(C(C)C)CC)(C)C.Br[CH2:32][C:33]([O:35]C)=[O:34]. Product: [CH2:2]([N:21]([CH2:20][CH2:18][OH:19])[CH2:32][C:33]([OH:35])=[O:34])[CH2:3][CH2:4][CH2:5][CH2:6][CH2:7][CH2:8][CH2:9][CH2:10][CH2:11][CH2:12][CH2:13][CH2:14][CH2:15][CH2:16][CH3:17]. The catalyst class is: 5. (4) Product: [C:20]([O:19][C:17]([NH:16][CH:5]([CH2:6][C:7]1[CH:12]=[CH:11][CH:10]=[C:9]([N+:13]([O-:15])=[O:14])[CH:8]=1)[C:4]([OH:24])=[O:3])=[O:18])([CH3:23])([CH3:21])[CH3:22]. The catalyst class is: 7. Reactant: C([O:3][C:4](=[O:24])[CH:5]([NH:16][C:17]([O:19][C:20]([CH3:23])([CH3:22])[CH3:21])=[O:18])[CH2:6][C:7]1[CH:12]=[CH:11][CH:10]=[C:9]([N+:13]([O-:15])=[O:14])[CH:8]=1)C.[OH-].[Li+]. (5) Reactant: [N:1]1([C:7]2[CH:16]=[CH:15][C:14]([NH2:17])=[C:13]3[C:8]=2[CH:9]=[CH:10][CH:11]=[N:12]3)[CH2:6][CH2:5][O:4][CH2:3][CH2:2]1.[N+:18]([C:21]1[CH:26]=[CH:25][CH:24]=[CH:23][C:22]=1[S:27](Cl)(=[O:29])=[O:28])([O-:20])=[O:19]. Product: [N:1]1([C:7]2[CH:16]=[CH:15][C:14]([NH:17][S:27]([C:22]3[CH:23]=[CH:24][CH:25]=[CH:26][C:21]=3[N+:18]([O-:20])=[O:19])(=[O:28])=[O:29])=[C:13]3[C:8]=2[CH:9]=[CH:10][CH:11]=[N:12]3)[CH2:6][CH2:5][O:4][CH2:3][CH2:2]1. The catalyst class is: 17. (6) Reactant: [CH3:1][C:2]1[CH:7]=[C:6]([C:8]2[CH:13]=[C:12]([O:14][CH3:15])[C:11]([O:16][CH3:17])=[C:10]([O:18][CH3:19])[CH:9]=2)[N:5]=[CH:4][N:3]=1.[Se](=O)=[O:21].O. Product: [CH3:15][O:14][C:12]1[CH:13]=[C:8]([C:6]2[N:5]=[CH:4][N:3]=[C:2]([CH:1]=[O:21])[CH:7]=2)[CH:9]=[C:10]([O:18][CH3:19])[C:11]=1[O:16][CH3:17]. The catalyst class is: 12.